This data is from Forward reaction prediction with 1.9M reactions from USPTO patents (1976-2016). The task is: Predict the product of the given reaction. (1) Given the reactants [C:1]([C:4]1[C:9]([Br:10])=[CH:8][C:7]([C:11]([F:14])([F:13])[F:12])=[CH:6][N:5]=1)(=[O:3])[CH3:2].CO[CH:17](OC)[N:18]([CH3:20])[CH3:19], predict the reaction product. The product is: [Br:10][C:9]1[C:4]([C:1](=[O:3])[CH:2]=[CH:17][N:18]([CH3:20])[CH3:19])=[N:5][CH:6]=[C:7]([C:11]([F:13])([F:14])[F:12])[CH:8]=1. (2) The product is: [CH3:1][N:2]1[C:3]2[CH:8]=[CH:7][N:6]=[CH:5][C:4]=2[N:9]=[C:10]1[CH3:11]. Given the reactants [CH3:1][NH:2][C:3]1[CH:8]=[CH:7][N:6]=[CH:5][C:4]=1[NH2:9].[C:10](OC(=O)C)(=O)[CH3:11], predict the reaction product. (3) Given the reactants [CH2:1]([O:3][C:4]([C:6]1[C:7](O)=[N:8][C:9]2[C:14]([C:15]=1[CH3:16])=[CH:13][CH:12]=[C:11]([C:17]([CH3:20])([CH3:19])[CH3:18])[CH:10]=2)=[O:5])[CH3:2].O=P(Cl)(Cl)[Cl:24].C([O-])(O)=O.[Na+], predict the reaction product. The product is: [CH2:1]([O:3][C:4]([C:6]1[C:7]([Cl:24])=[N:8][C:9]2[C:14]([C:15]=1[CH3:16])=[CH:13][CH:12]=[C:11]([C:17]([CH3:20])([CH3:19])[CH3:18])[CH:10]=2)=[O:5])[CH3:2]. (4) Given the reactants [Br:1][C:2]1[C:10]2[NH:9][C:8](=O)[N:7]([CH3:12])[C:6]=2[C:5]([N:13]([CH2:17][CH2:18][CH3:19])[CH2:14][CH2:15][CH3:16])=[CH:4][CH:3]=1.P(Cl)(Cl)([Cl:22])=O, predict the reaction product. The product is: [Br:1][C:2]1[C:10]2[N:9]=[C:8]([Cl:22])[N:7]([CH3:12])[C:6]=2[C:5]([N:13]([CH2:17][CH2:18][CH3:19])[CH2:14][CH2:15][CH3:16])=[CH:4][CH:3]=1.